From a dataset of Full USPTO retrosynthesis dataset with 1.9M reactions from patents (1976-2016). Predict the reactants needed to synthesize the given product. (1) Given the product [CH:29]1([C:32]2[CH:37]=[C:36]([CH2:38][N:18]3[CH2:17][CH2:16][CH:15]([N:14]4[CH2:13][CH2:12][C:11]5[N:10]=[C:9]([CH2:21][CH2:22][CH3:23])[C:8]([C:24]([O:26][CH2:27][CH3:28])=[O:25])=[CH:7][C:6]=5[C:5]4=[O:4])[CH2:20][CH2:19]3)[C:35]([O:40][CH2:41][CH3:42])=[CH:34][C:33]=2[C:43]2[CH:48]=[CH:47][C:46]([F:49])=[CH:45][C:44]=2[F:50])[CH2:31][CH2:30]1, predict the reactants needed to synthesize it. The reactants are: O.Cl.Cl.[O:4]=[C:5]1[N:14]([CH:15]2[CH2:20][CH2:19][NH:18][CH2:17][CH2:16]2)[CH2:13][CH2:12][C:11]2[N:10]=[C:9]([CH2:21][CH2:22][CH3:23])[C:8]([C:24]([O:26][CH2:27][CH3:28])=[O:25])=[CH:7][C:6]1=2.[CH:29]1([C:32]2[CH:37]=[C:36]([CH:38]=O)[C:35]([O:40][CH2:41][CH3:42])=[CH:34][C:33]=2[C:43]2[CH:48]=[CH:47][C:46]([F:49])=[CH:45][C:44]=2[F:50])[CH2:31][CH2:30]1.C(O[BH-](OC(=O)C)OC(=O)C)(=O)C.[Na+].C(=O)([O-])O.[Na+]. (2) Given the product [NH:27]1[C:28]2[C:24](=[CH:23][CH:22]=[C:21]([CH2:20][NH:31][C:13](=[O:15])[CH2:12][CH2:11][C:10]#[C:9][C:6]3[CH:5]=[CH:4][C:3]([C:2]([F:1])([F:17])[F:16])=[CH:8][CH:7]=3)[CH:29]=2)[CH:25]=[CH:26]1, predict the reactants needed to synthesize it. The reactants are: [F:1][C:2]([F:17])([F:16])[C:3]1[CH:8]=[CH:7][C:6]([C:9]#[C:10][CH2:11][CH2:12][C:13]([OH:15])=O)=[CH:5][CH:4]=1.NC[CH2:20][C:21]1[CH:29]=[C:28]2[C:24]([CH:25]=[CH:26][NH:27]2)=[CH:23][CH:22]=1.O[N:31]1C2C=CC=CC=2N=N1.C(N1CCOCC1)C.Cl.CN(C)CCCN=C=NCC. (3) Given the product [OH:19][C:7]1[CH:8]=[C:9]([CH:13]=[C:14]([C:15]([F:16])([F:17])[F:18])[C:6]=1[OH:5])[C:10]([OH:12])=[O:11], predict the reactants needed to synthesize it. The reactants are: B(Br)(Br)Br.[OH:5][C:6]1[C:14]([C:15]([F:18])([F:17])[F:16])=[CH:13][C:9]([C:10]([OH:12])=[O:11])=[CH:8][C:7]=1[O:19]C.O. (4) Given the product [CH:17]([O:7][C:6](=[O:8])[C:5]1[CH:9]=[C:10]([CH3:11])[C:2]([Cl:1])=[N:3][CH:4]=1)([CH3:19])[CH3:18], predict the reactants needed to synthesize it. The reactants are: [Cl:1][C:2]1[C:10]([CH3:11])=[CH:9][C:5]([C:6]([OH:8])=[O:7])=[CH:4][N:3]=1.C[Si](C)(C)Cl.[CH:17](O)([CH3:19])[CH3:18].